Dataset: Reaction yield outcomes from USPTO patents with 853,638 reactions. Task: Predict the reaction yield, written as a fraction of the theoretical maximum amount of product (1.0 means a 100% yield; for example, 0.34 means a 34% yield). (1) The yield is 0.200. The product is [O:26]1[C:30]2[CH:31]=[CH:32][CH:33]=[CH:34][C:29]=2[CH:28]=[C:27]1[C:2]1[CH:23]=[CH:22][C:5]([C:6]([NH:8][S:9]([C:12]2[CH:17]=[CH:16][CH:15]=[CH:14][C:13]=2[S:18](=[O:21])(=[O:20])[NH2:19])(=[O:11])=[O:10])=[O:7])=[CH:4][C:3]=1[CH2:24][OH:25]. The reactants are Br[C:2]1[CH:23]=[CH:22][C:5]([C:6]([NH:8][S:9]([C:12]2[CH:17]=[CH:16][CH:15]=[CH:14][C:13]=2[S:18](=[O:21])(=[O:20])[NH2:19])(=[O:11])=[O:10])=[O:7])=[CH:4][C:3]=1[CH2:24][OH:25].[O:26]1[C:30]2[CH:31]=[CH:32][CH:33]=[CH:34][C:29]=2[CH:28]=[C:27]1B(O)O.C(=O)([O-])[O-].[K+].[K+].Cl. The catalyst is O1CCCC1.O.C1C=CC(P(C2C=CC=CC=2)[C-]2C=CC=C2)=CC=1.C1C=CC(P(C2C=CC=CC=2)[C-]2C=CC=C2)=CC=1.Cl[Pd]Cl.[Fe+2].C(OCC)(=O)C. (2) The reactants are [Cl:1][C:2]1[CH:3]=[C:4]2[C:8](=[CH:9][C:10]=1[Cl:11])[N:7]([C@@H:12]1[O:18][C@H:17]([CH2:19][O:20]C(=O)C)[C@@H:15]([OH:16])[C@H:13]1[OH:14])[C:6]([Br:24])=[C:5]2[CH:25]=[O:26].C[O-].[Na+].CO.O. The catalyst is CO. The product is [Cl:1][C:2]1[CH:3]=[C:4]2[C:8](=[CH:9][C:10]=1[Cl:11])[N:7]([C@@H:12]1[O:18][C@H:17]([CH2:19][OH:20])[C@@H:15]([OH:16])[C@H:13]1[OH:14])[C:6]([Br:24])=[C:5]2[CH:25]=[O:26]. The yield is 0.470. (3) The yield is 0.630. The catalyst is C(Cl)Cl. The product is [F:26][C:17]1[C:16]([O:15][C:9]2[C:8]3=[C:7]([CH3:27])[C:6]([CH2:4][OH:3])=[CH:14][N:13]3[N:12]=[CH:11][N:10]=2)=[CH:24][CH:23]=[C:22]2[C:18]=1[CH:19]=[C:20]([CH3:25])[NH:21]2. The reactants are C([O:3][C:4]([C:6]1[C:7]([CH3:27])=[C:8]2[N:13]([CH:14]=1)[N:12]=[CH:11][N:10]=[C:9]2[O:15][C:16]1[C:17]([F:26])=[C:18]2[C:22](=[CH:23][CH:24]=1)[NH:21][C:20]([CH3:25])=[CH:19]2)=O)C.CC(C[AlH]CC(C)C)C.C(O)C.